From a dataset of Reaction yield outcomes from USPTO patents with 853,638 reactions. Predict the reaction yield, written as a fraction of the theoretical maximum amount of product (1.0 means a 100% yield; for example, 0.34 means a 34% yield). (1) The reactants are [Cl:1][C:2]1[C:3]([O:15][CH3:16])=[CH:4][C:5]([CH:12]([CH3:14])[CH3:13])=[C:6]([CH:11]=1)[O:7][CH2:8][C:9]#[N:10].[CH:17]([O:19][CH2:20]C)=O.[H-].[Na+].IC. The catalyst is COCCOC. The product is [Cl:1][C:2]1[C:3]([O:15][CH3:16])=[CH:4][C:5]([CH:12]([CH3:14])[CH3:13])=[C:6]([CH:11]=1)[O:7][C:8](=[CH:17][O:19][CH3:20])[C:9]#[N:10]. The yield is 0.840. (2) The reactants are C(C1C=C(NC2N=C(NC3C=CC=C(C(O)=O)C=3)C(F)=CN=2)C=CC=1)(O)=O.C[O:29][C:30]([C:32]1[CH:37]=[CH:36][C:35]([NH:38][C:39]2[N:44]=[C:43]([NH:45][C:46]3[CH:51]=[CH:50][C:49]([C:52]([O:54]C)=[O:53])=[CH:48][CH:47]=3)[C:42]([F:56])=[CH:41][N:40]=2)=[CH:34][CH:33]=1)=[O:31].[OH-].[Na+]. No catalyst specified. The product is [C:30]([C:32]1[CH:37]=[CH:36][C:35]([NH:38][C:39]2[N:44]=[C:43]([NH:45][C:46]3[CH:51]=[CH:50][C:49]([C:52]([OH:54])=[O:53])=[CH:48][CH:47]=3)[C:42]([F:56])=[CH:41][N:40]=2)=[CH:34][CH:33]=1)([OH:31])=[O:29]. The yield is 0.590. (3) The reactants are [CH3:1][C:2]([CH3:20])([CH:12](O)[C:13]1[CH:18]=[CH:17][N:16]=[CH:15][CH:14]=1)[C:3]([O:5][CH2:6][CH2:7][Si:8]([CH3:11])([CH3:10])[CH3:9])=[O:4].ClC1C=CC=C(C(OO)=O)C=1.C[Si]([C:36]#[N:37])(C)C.CN(C)C(Cl)=O. The catalyst is C(OCC)(=O)C.O. The product is [CH3:1][C:2]([CH3:20])([CH2:12][C:13]1[CH:18]=[CH:17][N:16]=[C:15]([C:36]#[N:37])[CH:14]=1)[C:3]([O:5][CH2:6][CH2:7][Si:8]([CH3:11])([CH3:10])[CH3:9])=[O:4]. The yield is 0.850. (4) The reactants are [Li][CH2:2]CCC.[CH:6]([C:8]1([CH3:21])[CH2:13][CH2:12][N:11]([C:14]([O:16][C:17]([CH3:20])([CH3:19])[CH3:18])=[O:15])[CH2:10][CH2:9]1)=O. The catalyst is C1COCC1.C(OCC)(=O)C. The product is [CH3:21][C:8]1([CH:6]=[CH2:2])[CH2:13][CH2:12][N:11]([C:14]([O:16][C:17]([CH3:20])([CH3:19])[CH3:18])=[O:15])[CH2:10][CH2:9]1. The yield is 0.396. (5) The reactants are [O-:1][C:2]#[N:3].[Na+].[NH2:5][CH2:6][CH2:7][N:8]1[C:25](=[N:26][C:27]2[C:32]([CH:33]([CH3:35])[CH3:34])=[CH:31][CH:30]=[CH:29][C:28]=2[CH:36]([CH3:38])[CH3:37])[CH:24]=[C:11]2[C:12]3[C:17]([CH2:18][CH2:19][N:10]2[C:9]1=[O:39])=[CH:16][C:15]([O:20][CH3:21])=[C:14]([O:22][CH3:23])[CH:13]=3.[OH-].[Na+]. The catalyst is O.Cl. The product is [C:2]([NH:5][CH2:6][CH2:7][N:8]1[C:25](=[N:26][C:27]2[C:28]([CH:36]([CH3:37])[CH3:38])=[CH:29][CH:30]=[CH:31][C:32]=2[CH:33]([CH3:35])[CH3:34])[CH:24]=[C:11]2[C:12]3[C:17]([CH2:18][CH2:19][N:10]2[C:9]1=[O:39])=[CH:16][C:15]([O:20][CH3:21])=[C:14]([O:22][CH3:23])[CH:13]=3)(=[O:1])[NH2:3]. The yield is 0.170. (6) The reactants are [F:1][CH:2]([F:24])[O:3][C:4]1[CH:9]=[CH:8][C:7]([CH:10]([NH:13][C:14](=[O:23])[O:15][CH2:16][C:17]2[CH:22]=[CH:21][CH:20]=[CH:19][CH:18]=2)[CH2:11][OH:12])=[CH:6][CH:5]=1.[CH3:25]I. The catalyst is CC(C)=O. The product is [F:1][CH:2]([F:24])[O:3][C:4]1[CH:9]=[CH:8][C:7]([CH:10]([NH:13][C:14](=[O:23])[O:15][CH2:16][C:17]2[CH:18]=[CH:19][CH:20]=[CH:21][CH:22]=2)[CH2:11][O:12][CH3:25])=[CH:6][CH:5]=1. The yield is 1.00. (7) The reactants are [C:1]([O:5][C:6](=[O:29])[N:7]([C@@H:9]1[C@@H:13]([C:14]2[CH:19]=[CH:18][C:17]([Cl:20])=[C:16]([Cl:21])[CH:15]=2)[CH2:12][N:11](CC2C=CC=CC=2)[CH2:10]1)[CH3:8])([CH3:4])([CH3:3])[CH3:2].ClC(OC(Cl)C)=O. The catalyst is C1(C)C=CC=CC=1. The product is [C:1]([O:5][C:6](=[O:29])[N:7]([C@@H:9]1[C@@H:13]([C:14]2[CH:19]=[CH:18][C:17]([Cl:20])=[C:16]([Cl:21])[CH:15]=2)[CH2:12][NH:11][CH2:10]1)[CH3:8])([CH3:4])([CH3:2])[CH3:3]. The yield is 0.990. (8) The reactants are [N+:1]([C:4]1[C:5]([O:18][CH3:19])=[C:6]([C:10]2[CH:11]=[C:12]([C:15]([OH:17])=[O:16])[O:13][CH:14]=2)[CH:7]=[CH:8][CH:9]=1)([O-])=O.C([O-])=O.[NH4+]. The catalyst is C(OCC)(=O)C.[Pd]. The product is [NH2:1][C:4]1[C:5]([O:18][CH3:19])=[C:6]([C:10]2[CH:11]=[C:12]([C:15]([OH:17])=[O:16])[O:13][CH:14]=2)[CH:7]=[CH:8][CH:9]=1. The yield is 0.734.